This data is from Forward reaction prediction with 1.9M reactions from USPTO patents (1976-2016). The task is: Predict the product of the given reaction. (1) Given the reactants [C:1]([O:5][OH:6])([CH3:4])([CH3:3])[CH3:2].[OH-].[K+].[C:9](Cl)(=[O:14])[C:10]([CH3:13])([CH3:12])[CH3:11].Cl.CCCCCCCCCC(C)C, predict the reaction product. The product is: [C:9]([O:6][O:5][C:1]([CH3:4])([CH3:3])[CH3:2])(=[O:14])[C:10]([CH3:13])([CH3:12])[CH3:11]. (2) Given the reactants C(N[C:4]1[N:9]=[C:8]([C:10]2[O:14][N:13]=[C:12]([C:15]3[CH:26]=[C:25]([CH3:27])[C:18]([O:19][CH2:20][CH:21]([OH:24])[CH2:22][OH:23])=[C:17]([CH3:28])[CH:16]=3)[N:11]=2)[CH:7]=[C:6]([CH3:29])[N:5]=1)C.CC1N=C([O:37][CH2:38][CH2:39][CH3:40])N=C(C(O)=O)C=1, predict the reaction product. The product is: [CH3:28][C:17]1[CH:16]=[C:15]([C:12]2[N:11]=[C:10]([C:8]3[CH:7]=[C:6]([CH3:29])[N:5]=[C:4]([O:37][CH2:38][CH2:39][CH3:40])[N:9]=3)[O:14][N:13]=2)[CH:26]=[C:25]([CH3:27])[C:18]=1[O:19][CH2:20][CH:21]([OH:24])[CH2:22][OH:23]. (3) Given the reactants [CH3:1][O:2][C:3]1[CH:4]=[C:5]([CH:9]=[CH:10][C:11]=1[N+:12]([O-:14])=[O:13])[C:6]([OH:8])=O.O=S(Cl)Cl.C(N(CC)CC)C.C[Si]([CH:30]=[N+:31]=[N-:32])(C)C.C([O-])(O)=O.[Na+], predict the reaction product. The product is: [N+:31](=[CH:30][C:6]([C:5]1[CH:9]=[CH:10][C:11]([N+:12]([O-:14])=[O:13])=[C:3]([O:2][CH3:1])[CH:4]=1)=[O:8])=[N-:32].